Dataset: Catalyst prediction with 721,799 reactions and 888 catalyst types from USPTO. Task: Predict which catalyst facilitates the given reaction. (1) Reactant: Cl.[NH:2]([C:4]1[CH:12]=[CH:11][C:7]([C:8]([OH:10])=[O:9])=[CH:6][CH:5]=1)N.Cl.O.[NH:15]1[CH2:20][CH2:19][C:18](=O)[CH2:17][CH2:16]1.[OH-].[Na+].[C:24](O[C:24]([O:26][C:27]([CH3:30])([CH3:29])[CH3:28])=[O:25])([O:26][C:27]([CH3:30])([CH3:29])[CH3:28])=[O:25]. The catalyst class is: 393. Product: [C:27]([O:26][C:24]([N:15]1[CH2:20][CH2:19][C:18]2[NH:2][C:4]3[CH:12]=[CH:11][C:7]([C:8]([OH:10])=[O:9])=[CH:6][C:5]=3[C:17]=2[CH2:16]1)=[O:25])([CH3:30])([CH3:29])[CH3:28]. (2) Reactant: [H-].[Al+3].[Li+].[H-].[H-].[H-].[N:7]1[C:16]2[CH:15]=[CH:14][CH:13]=[C:12]([C:17](OC)=[O:18])[C:11]=2[CH:10]=[CH:9][CH:8]=1.O.[OH-].[Na+]. Product: [N:7]1[C:16]2[C:11](=[C:12]([CH2:17][OH:18])[CH:13]=[CH:14][CH:15]=2)[CH:10]=[CH:9][CH:8]=1. The catalyst class is: 1. (3) Reactant: [C:1]([C:5]1[CH:6]=[C:7]([CH:16]2[N:20]([C:21]3[CH:26]=[CH:25][C:24]([N+:27]([O-])=O)=[CH:23][CH:22]=3)[C:19](=[O:30])[CH2:18][S:17]2)[CH:8]=[C:9]([C:12]([CH3:15])([CH3:14])[CH3:13])[C:10]=1[OH:11])([CH3:4])([CH3:3])[CH3:2].C(=O)([O-])O.[Na+]. Product: [C:1]([C:5]1[CH:6]=[C:7]([CH:16]2[N:20]([C:21]3[CH:22]=[CH:23][C:24]([NH2:27])=[CH:25][CH:26]=3)[C:19](=[O:30])[CH2:18][S:17]2)[CH:8]=[C:9]([C:12]([CH3:15])([CH3:14])[CH3:13])[C:10]=1[OH:11])([CH3:2])([CH3:3])[CH3:4]. The catalyst class is: 13. (4) Reactant: [NH:1]1[CH:5]=[CH:4][CH:3]=[N:2]1.O1CCCC1.[H-].[Na+].[CH:13]([C:17]1[C:18]([Cl:31])=[N:19][C:20](S(C)(=O)=O)=[N:21][C:22]=1[C:23]([F:26])([F:25])[F:24])([CH2:15][CH3:16])[CH3:14]. Product: [CH:13]([C:17]1[C:18]([Cl:31])=[N:19][C:20]([N:1]2[CH:5]=[CH:4][CH:3]=[N:2]2)=[N:21][C:22]=1[C:23]([F:26])([F:25])[F:24])([CH2:15][CH3:16])[CH3:14]. The catalyst class is: 6. (5) Reactant: [CH2:1]([N:8]1[CH:14]2[CH2:15][CH2:16][CH2:17][CH:9]1[CH2:10][NH:11][CH2:12][CH2:13]2)[C:2]1[CH:7]=[CH:6][CH:5]=[CH:4][CH:3]=1.[C:18](O[C:18](=[O:21])[CH2:19][CH3:20])(=[O:21])[CH2:19][CH3:20]. Product: [CH2:1]([N:8]1[CH:14]2[CH2:15][CH2:16][CH2:17][CH:9]1[CH2:10][N:11]([C:18](=[O:21])[CH2:19][CH3:20])[CH2:12][CH2:13]2)[C:2]1[CH:3]=[CH:4][CH:5]=[CH:6][CH:7]=1. The catalyst class is: 4. (6) Reactant: O1CCCCC1[O:7][CH2:8][CH2:9][O:10][C:11]1[CH:16]=[CH:15][C:14]([N:17]2[C:21]3[CH:22]=[CH:23][C:24]([C:26]4[CH:34]=[CH:33][C:29]([C:30]([NH2:32])=[O:31])=[CH:28][CH:27]=4)=[CH:25][C:20]=3[N:19]=[CH:18]2)=[CH:13][CH:12]=1.[ClH:35]. Product: [ClH:35].[ClH:35].[OH:7][CH2:8][CH2:9][O:10][C:11]1[CH:12]=[CH:13][C:14]([N:17]2[C:21]3[CH:22]=[CH:23][C:24]([C:26]4[CH:27]=[CH:28][C:29]([C:30]([NH2:32])=[O:31])=[CH:33][CH:34]=4)=[CH:25][C:20]=3[N:19]=[CH:18]2)=[CH:15][CH:16]=1. The catalyst class is: 8. (7) Product: [CH3:1][O:2][CH:3]([O:9][CH3:10])/[C:4](/[C:5]([O:7][CH3:8])=[O:6])=[CH:11]/[O-:12].[Na+:22]. The catalyst class is: 28. Reactant: [CH3:1][O:2][CH:3]([O:9][CH3:10])[CH2:4][C:5]([O:7][CH3:8])=[O:6].[CH3:11][O:12]CCOC.C(OC)=O.[H-].[Na+:22]. (8) Reactant: FC1C(O[C:9]([CH:11]2[CH2:15][C:14](=[O:16])[NH:13][CH2:12]2)=[O:10])=C(F)C(F)=C(F)C=1F.[NH:21]1[CH2:26][CH2:25][NH:24][CH2:23][CH2:22]1.C(Cl)Cl. Product: [N:21]1([C:9]([CH:11]2[CH2:12][NH:13][C:14](=[O:16])[CH2:15]2)=[O:10])[CH2:26][CH2:25][NH:24][CH2:23][CH2:22]1. The catalyst class is: 1. (9) Reactant: [CH3:1][C:2]1[C:7]([CH2:8][S+:9]([O-:19])[C:10]2[NH:11][C:12]3[CH:13]=[CH:14][CH:15]=[CH:16][C:17]=3[N:18]=2)=[N:6][CH:5]=[CH:4][C:3]=1[O:20][CH2:21][CH2:22][CH2:23][O:24][CH3:25].C(OC(C)C)(C)C.[OH-].[Na+:34]. Product: [CH3:1][C:2]1[C:7]([CH2:8][S+:9]([O-:19])[C:10]2[N-:11][C:12]3[CH:13]=[CH:14][CH:15]=[CH:16][C:17]=3[N:18]=2)=[N:6][CH:5]=[CH:4][C:3]=1[O:20][CH2:21][CH2:22][CH2:23][O:24][CH3:25].[Na+:34]. The catalyst class is: 6. (10) Reactant: [F:1][C:2]1[CH:11]=[CH:10][CH:9]=[C:8]2[C:3]=1[C:4](=[O:22])[C:5]([C:15]1[CH:20]=[CH:19][CH:18]=[C:17]([F:21])[CH:16]=1)=[C:6]([CH:12]([OH:14])[CH3:13])[O:7]2.C(N(CC)CC)C.[CH3:30][S:31](Cl)(=[O:33])=[O:32]. Product: [CH3:30][S:31]([O:14][C@@H:12]([C:6]1[O:7][C:8]2[C:3]([C:4](=[O:22])[C:5]=1[C:15]1[CH:20]=[CH:19][CH:18]=[C:17]([F:21])[CH:16]=1)=[C:2]([F:1])[CH:11]=[CH:10][CH:9]=2)[CH3:13])(=[O:33])=[O:32]. The catalyst class is: 4.